Dataset: Full USPTO retrosynthesis dataset with 1.9M reactions from patents (1976-2016). Task: Predict the reactants needed to synthesize the given product. Given the product [CH:20]([C:17]1[N:16]=[C:15]([N:12]2[CH2:11][CH2:10][CH:9]([CH2:8][CH2:7][CH2:6][O:5][C:32]3[CH:33]=[C:34]4[C:29](=[CH:30][CH:31]=3)[CH2:28][N:27]([S:24]([CH3:23])(=[O:25])=[O:26])[CH2:36][CH2:35]4)[CH2:14][CH2:13]2)[O:19][N:18]=1)([CH3:21])[CH3:22], predict the reactants needed to synthesize it. The reactants are: CS([O:5][CH2:6][CH2:7][CH2:8][CH:9]1[CH2:14][CH2:13][N:12]([C:15]2[O:19][N:18]=[C:17]([CH:20]([CH3:22])[CH3:21])[N:16]=2)[CH2:11][CH2:10]1)(=O)=O.[CH3:23][S:24]([N:27]1[CH2:36][CH2:35][C:34]2[C:29](=[CH:30][CH:31]=[C:32](O)[CH:33]=2)[CH2:28]1)(=[O:26])=[O:25].C([O-])([O-])=O.[Cs+].[Cs+].